From a dataset of Full USPTO retrosynthesis dataset with 1.9M reactions from patents (1976-2016). Predict the reactants needed to synthesize the given product. (1) Given the product [CH2:11]([O:13][C:14](=[O:34])[C:15]1[CH:20]=[C:19]([N:21]2[C:25]([CH3:26])=[CH:24][CH:23]=[C:22]2[C:27]2[CH:32]=[CH:31][CH:30]=[CH:29][C:28]=2[O:33][CH2:5][C:4]2[CH:7]=[CH:8][C:9]([Cl:10])=[C:2]([Cl:1])[CH:3]=2)[CH:18]=[N:17][CH:16]=1)[CH3:12], predict the reactants needed to synthesize it. The reactants are: [Cl:1][C:2]1[CH:3]=[C:4]([CH:7]=[CH:8][C:9]=1[Cl:10])[CH2:5]Br.[CH2:11]([O:13][C:14](=[O:34])[C:15]1[CH:20]=[C:19]([N:21]2[C:25]([CH3:26])=[CH:24][CH:23]=[C:22]2[C:27]2[CH:32]=[CH:31][CH:30]=[CH:29][C:28]=2[OH:33])[CH:18]=[N:17][CH:16]=1)[CH3:12].C([O-])([O-])=O.[K+].[K+]. (2) Given the product [C:1]([C:3]1[C:11]2[CH2:10][CH2:9][NH:8][CH:7]([C:25]([CH2:24][CH2:23][O:22][CH3:21])=[O:26])[C:6]=2[S:5][C:4]=1[NH:12][C:13](=[O:20])[C:14]1[CH:19]=[CH:18][CH:17]=[CH:16][CH:15]=1)#[N:2], predict the reactants needed to synthesize it. The reactants are: [C:1]([C:3]1[C:11]2[CH2:10][CH2:9][NH:8][CH2:7][C:6]=2[S:5][C:4]=1[NH:12][C:13](=[O:20])[C:14]1[CH:19]=[CH:18][CH:17]=[CH:16][CH:15]=1)#[N:2].[CH3:21][O:22][CH2:23][CH2:24][C:25](O)=[O:26]. (3) Given the product [F:13][C:10]([F:11])([F:12])[CH2:9][O:8][C:7]1[CH:6]=[CH:5][C:4]([N:14]2[C:19](=[O:20])[C:18]3[CH:21]=[CH:22][NH:23][C:17]=3[N:16]=[CH:15]2)=[CH:3][CH:2]=1, predict the reactants needed to synthesize it. The reactants are: Cl[C:2]1[CH:3]=[C:4]([N:14]2[C:19](=[O:20])[C:18]3[CH:21]=[CH:22][NH:23][C:17]=3[N:16]=[CH:15]2)[CH:5]=[CH:6][C:7]=1[O:8][CH2:9][C:10]([F:13])([F:12])[F:11].C([O-])=O.[NH4+]. (4) Given the product [F:1][C:2]1[CH:3]=[CH:4][C:5]([C:8]2[O:9][C:10]3[CH:20]=[C:19]([N:21]([CH3:26])[S:22]([CH3:25])(=[O:24])=[O:23])[C:18]([C:27]4[CH:28]=[CH:29][C:30]([CH2:50][CH2:51][OH:52])=[C:31]([C:33]5[NH:34][C:35]6[C:40]([C:41]=5[CH3:42])=[CH:39][CH:38]=[CH:37][CH:36]=6)[N:32]=4)=[CH:17][C:11]=3[C:12]=2[C:13]([NH:14][CH3:15])=[O:16])=[CH:6][CH:7]=1, predict the reactants needed to synthesize it. The reactants are: [F:1][C:2]1[CH:7]=[CH:6][C:5]([C:8]2[O:9][C:10]3[CH:20]=[C:19]([N:21]([CH3:26])[S:22]([CH3:25])(=[O:24])=[O:23])[C:18]([C:27]4[N:32]=[C:31]([C:33]5[N:34](C(OC(C)(C)C)=O)[C:35]6[C:40]([C:41]=5[CH3:42])=[CH:39][CH:38]=[CH:37][CH:36]=6)[C:30]([CH2:50][CH2:51][OH:52])=[CH:29][CH:28]=4)=[CH:17][C:11]=3[C:12]=2[C:13](=[O:16])[NH:14][CH3:15])=[CH:4][CH:3]=1.C(O)(C(F)(F)F)=O.